Dataset: Forward reaction prediction with 1.9M reactions from USPTO patents (1976-2016). Task: Predict the product of the given reaction. (1) Given the reactants [CH2:1]([O:3][C:4]([C:6]1[CH:10]=[C:9]([CH:11]2[CH2:16][CH2:15][O:14][CH2:13][CH2:12]2)[S:8][C:7]=1N)=[O:5])[CH3:2].N(OC(C)(C)C)=O.[Cl-].[NH4+], predict the reaction product. The product is: [CH2:1]([O:3][C:4]([C:6]1[CH:10]=[C:9]([CH:11]2[CH2:16][CH2:15][O:14][CH2:13][CH2:12]2)[S:8][CH:7]=1)=[O:5])[CH3:2]. (2) Given the reactants Cl.Cl.[CH2:3]([N:10]([CH2:31][CH2:32][N:33]([CH3:35])[CH3:34])[C:11]([CH2:13][N:14]([C:21]1[CH:30]=[CH:29][CH:28]=[C:27]2[C:22]=1[CH2:23][CH2:24][NH:25][CH2:26]2)[C:15](=[O:20])[C:16]([F:19])([F:18])[F:17])=[O:12])[C:4]1[CH:9]=[CH:8][CH:7]=[CH:6][CH:5]=1.[CH3:36][O:37][C:38](Cl)=[O:39].C([O-])(O)=O.[Na+].O, predict the reaction product. The product is: [CH3:36][O:37][C:38]([N:25]1[CH2:24][CH2:23][C:22]2[C:27](=[CH:28][CH:29]=[CH:30][C:21]=2[N:14]([CH2:13][C:11](=[O:12])[N:10]([CH2:3][C:4]2[CH:9]=[CH:8][CH:7]=[CH:6][CH:5]=2)[CH2:31][CH2:32][N:33]([CH3:35])[CH3:34])[C:15](=[O:20])[C:16]([F:17])([F:18])[F:19])[CH2:26]1)=[O:39]. (3) Given the reactants [NH2:1][C:2]1[C:6]2[CH:7]=[N:8][C:9]3[CH:10]=[C:11]([O:17][CH3:18])[C:12]([O:15][CH3:16])=[CH:13][C:14]=3[C:5]=2[S:4](=O)[C:3]=1[C:20]([O:22][CH3:23])=[O:21].[F:24][C:25]1[CH:33]=[CH:32][C:28]([C:29](Cl)=[O:30])=[CH:27][CH:26]=1.CCN(CC)CC, predict the reaction product. The product is: [F:24][C:25]1[CH:33]=[CH:32][C:28]([C:29]([NH:1][C:2]2[C:6]3[CH:7]=[N:8][C:9]4[CH:10]=[C:11]([O:17][CH3:18])[C:12]([O:15][CH3:16])=[CH:13][C:14]=4[C:5]=3[S:4][C:3]=2[C:20]([O:22][CH3:23])=[O:21])=[O:30])=[CH:27][CH:26]=1. (4) Given the reactants Br[C:2]1[CH:7]=[C:6]([F:8])[CH:5]=[C:4]([Cl:9])[CH:3]=1.C([Li])CCCCC.CCCCCC.[Cl:23][CH2:24][C:25]([CH2:27][Cl:28])=[O:26], predict the reaction product. The product is: [Cl:23][CH2:24][C:25]([C:2]1[CH:7]=[C:6]([F:8])[CH:5]=[C:4]([Cl:9])[CH:3]=1)([OH:26])[CH2:27][Cl:28]. (5) Given the reactants [C:1]([CH:5]1[CH2:13][C:12]2[C:7](=[CH:8][CH:9]=[C:10]([NH:14][C:15]([C:17]3([C:20]4[CH:30]=[CH:29][C:23]5[O:24][C:25]([F:28])([F:27])[O:26][C:22]=5[CH:21]=4)[CH2:19][CH2:18]3)=[O:16])[CH:11]=2)[N:6]1[CH2:31][CH2:32]C#N)([CH3:4])([CH3:3])[CH3:2].[Cl:35]CC=O.[BH-](OC(C)=O)(OC(C)=O)OC(C)=O.[Na+], predict the reaction product. The product is: [C:1]([CH:5]1[CH2:13][C:12]2[C:7](=[CH:8][CH:9]=[C:10]([NH:14][C:15]([C:17]3([C:20]4[CH:30]=[CH:29][C:23]5[O:24][C:25]([F:28])([F:27])[O:26][C:22]=5[CH:21]=4)[CH2:19][CH2:18]3)=[O:16])[CH:11]=2)[N:6]1[CH2:31][CH2:32][Cl:35])([CH3:4])([CH3:3])[CH3:2]. (6) Given the reactants [Cl:1][C:2]1[CH:7]=[C:6]([N:8]2[CH2:12][CH2:11][CH2:10][CH2:9]2)[N:5]=[C:4]([CH2:13][O:14]C(=O)C)[N:3]=1.[OH-].[Na+].O, predict the reaction product. The product is: [Cl:1][C:2]1[CH:7]=[C:6]([N:8]2[CH2:12][CH2:11][CH2:10][CH2:9]2)[N:5]=[C:4]([CH2:13][OH:14])[N:3]=1. (7) Given the reactants [CH3:1][C:2]1[C:6]([CH2:7][C:8]([OH:10])=O)=[C:5]([CH3:11])[N:4]([CH2:12][CH2:13][C:14]2[CH:19]=[CH:18][CH:17]=[CH:16][CH:15]=2)[N:3]=1.F[P-](F)(F)(F)(F)F.N1(OC(N(C)C)=[N+](C)C)C2N=CC=CC=2N=N1.C(N(C(C)C)CC)(C)C.[Cl:53][C:54]1[CH:59]=[C:58]([F:60])[CH:57]=[CH:56][C:55]=1[CH2:61][NH2:62], predict the reaction product. The product is: [Cl:53][C:54]1[CH:59]=[C:58]([F:60])[CH:57]=[CH:56][C:55]=1[CH2:61][NH:62][C:8](=[O:10])[CH2:7][C:6]1[C:2]([CH3:1])=[N:3][N:4]([CH2:12][CH2:13][C:14]2[CH:19]=[CH:18][CH:17]=[CH:16][CH:15]=2)[C:5]=1[CH3:11]. (8) The product is: [CH3:13][C:14]1[S:15][CH:16]=[C:17]([CH2:19][O:1][CH2:2][P:3]([O:7][CH2:8][CH3:9])([O:4][CH2:5][CH3:6])=[O:10])[N:18]=1. Given the reactants [OH:1][CH2:2][P:3](=[O:10])([O:7][CH2:8][CH3:9])[O:4][CH2:5][CH3:6].[H-].[Na+].[CH3:13][C:14]1[S:15][CH:16]=[C:17]([CH2:19]Cl)[N:18]=1, predict the reaction product.